Predict the reaction yield, written as a fraction of the theoretical maximum amount of product (1.0 means a 100% yield; for example, 0.34 means a 34% yield). From a dataset of Reaction yield outcomes from USPTO patents with 853,638 reactions. (1) The reactants are [NH2:1][C:2]1[CH:23]=[CH:22][C:5]([O:6][C:7]2[N:12]=[CH:11][N:10]=[C:9]([NH:13][C:14]3[CH:19]=[CH:18][C:17]([S:20][CH3:21])=[CH:16][CH:15]=3)[CH:8]=2)=[CH:4][CH:3]=1.C1([O:30][C:31](=O)[NH:32][C:33]2[CH:38]=[CH:37][CH:36]=[C:35]([S:39]([CH3:42])(=[O:41])=[O:40])[CH:34]=2)C=CC=CC=1.C(OCC)(=O)C.O. The catalyst is CS(C)=O. The product is [CH3:42][S:39]([C:35]1[CH:34]=[C:33]([NH:32][C:31]([NH:1][C:2]2[CH:23]=[CH:22][C:5]([O:6][C:7]3[CH:8]=[C:9]([NH:13][C:14]4[CH:19]=[CH:18][C:17]([S:20][CH3:21])=[CH:16][CH:15]=4)[N:10]=[CH:11][N:12]=3)=[CH:4][CH:3]=2)=[O:30])[CH:38]=[CH:37][CH:36]=1)(=[O:40])=[O:41]. The yield is 0.950. (2) The reactants are C(OC(N1CCN(C2N=CC([C:20]3[CH:25]=[CH:24][C:23]([F:26])=[CH:22][CH:21]=3)=CN=2)CC1)=O)(C)(C)C.[C:27]([O:31][C:32]([N:34]1[CH2:39][CH2:38][CH:37]([O:40][C:41]2[CH:46]=[CH:45][C:44](Br)=[CH:43][N:42]=2)[CH2:36][CH2:35]1)=[O:33])([CH3:30])([CH3:29])[CH3:28].FC1C=CC(B(O)O)=CC=1. No catalyst specified. The product is [C:27]([O:31][C:32]([N:34]1[CH2:39][CH2:38][CH:37]([O:40][C:41]2[CH:46]=[CH:45][C:44]([C:20]3[CH:25]=[CH:24][C:23]([F:26])=[CH:22][CH:21]=3)=[CH:43][N:42]=2)[CH2:36][CH2:35]1)=[O:33])([CH3:30])([CH3:29])[CH3:28]. The yield is 0.340. (3) The reactants are Br[C:2]1[CH:11]=[C:10]2[C:5]([C:6]([C:12]3[CH:17]=[CH:16][C:15]([C:18]([F:21])([F:20])[F:19])=[CH:14][C:13]=3[O:22][CH3:23])=[N:7][CH:8]=[N:9]2)=[CH:4][CH:3]=1.CCN(C(C)C)C(C)C.[CH2:33]([SH:40])[C:34]1[CH:39]=[CH:38][CH:37]=[CH:36][CH:35]=1. The catalyst is O1CCOCC1.C1C=CC(/C=C/C(/C=C/C2C=CC=CC=2)=O)=CC=1.C1C=CC(/C=C/C(/C=C/C2C=CC=CC=2)=O)=CC=1.C1C=CC(/C=C/C(/C=C/C2C=CC=CC=2)=O)=CC=1.[Pd].[Pd].CC1(C)C2C(=C(P(C3C=CC=CC=3)C3C=CC=CC=3)C=CC=2)OC2C(P(C3C=CC=CC=3)C3C=CC=CC=3)=CC=CC1=2. The product is [CH2:33]([S:40][C:2]1[CH:11]=[C:10]2[C:5]([C:6]([C:12]3[CH:17]=[CH:16][C:15]([C:18]([F:21])([F:20])[F:19])=[CH:14][C:13]=3[O:22][CH3:23])=[N:7][CH:8]=[N:9]2)=[CH:4][CH:3]=1)[C:34]1[CH:39]=[CH:38][CH:37]=[CH:36][CH:35]=1. The yield is 0.659. (4) The reactants are [CH3:1][O:2][C:3](=[O:16])[C@H:4]([O:6][C:7]1[CH:12]=[CH:11][C:10]([C:13]#[N:14])=[C:9]([F:15])[CH:8]=1)[CH3:5].[ClH:17]. The catalyst is CO.[OH-].[Pd+2].[OH-]. The product is [ClH:17].[CH3:1][O:2][C:3](=[O:16])[C@H:4]([O:6][C:7]1[CH:12]=[CH:11][C:10]([CH2:13][NH2:14])=[C:9]([F:15])[CH:8]=1)[CH3:5]. The yield is 0.980. (5) The reactants are C[C:2]1[CH:3]=[C:4]([CH:36]=[CH:37][C:38]=1[CH3:39])[C:5]([N:7]1[C:16]2[C:11](=[CH:12][CH:13]=[CH:14][CH:15]=2)[CH:10]([N:17]2[C:26]3[C:21](=[CH:22][C:23]([O:27][CH2:28][CH2:29][CH2:30][CH2:31][C:32](O)=[O:33])=[CH:24][CH:25]=3)[CH2:20][CH2:19][CH2:18]2)[CH2:9][CH:8]1[CH3:35])=[O:6].O[N:41]1[C:45]2C=CC=[CH:49][C:44]=2N=N1.Cl.[CH2:51](N=C=NCCCN(C)C)C.C(N)CC.C(=O)(O)[O-].[Na+]. The catalyst is CN(C)C=O. The product is [CH3:35][CH:8]1[CH2:9][CH:10]([N:17]2[C:26]3[C:21](=[CH:22][C:23]([O:27][CH2:28][CH2:29][CH2:30][CH2:31][C:32]([NH:41][CH2:45][CH2:44][CH3:49])=[O:33])=[CH:24][CH:25]=3)[CH2:20][CH2:19][CH2:18]2)[C:11]2[C:16](=[CH:15][CH:14]=[CH:13][CH:12]=2)[N:7]1[C:5](=[O:6])[C:4]1[CH:36]=[CH:37][C:38]([CH3:39])=[C:2]([CH3:51])[CH:3]=1. The yield is 0.680. (6) The reactants are [N:1]1([CH2:7][CH2:8][OH:9])[CH2:6][CH2:5][NH:4][CH2:3][CH2:2]1.N1C=CC=CC=1.[Si:16](Cl)([C:29]([CH3:32])([CH3:31])[CH3:30])([C:23]1[CH:28]=[CH:27][CH:26]=[CH:25][CH:24]=1)[C:17]1[CH:22]=[CH:21][CH:20]=[CH:19][CH:18]=1. The catalyst is C(Cl)Cl.CN(C1C=CN=CC=1)C. The product is [C:29]([Si:16]([C:23]1[CH:28]=[CH:27][CH:26]=[CH:25][CH:24]=1)([C:17]1[CH:18]=[CH:19][CH:20]=[CH:21][CH:22]=1)[O:9][CH2:8][CH2:7][N:1]1[CH2:6][CH2:5][NH:4][CH2:3][CH2:2]1)([CH3:32])([CH3:30])[CH3:31]. The yield is 0.210.